From a dataset of Full USPTO retrosynthesis dataset with 1.9M reactions from patents (1976-2016). Predict the reactants needed to synthesize the given product. (1) Given the product [F:1][C:2]1[CH:7]=[CH:6][C:5]([C:8]2[O:9][C:10]3[CH:20]=[C:19]([N:21]([CH3:26])[S:22]([CH3:25])(=[O:23])=[O:24])[C:18]([C:27]([OH:31])=[O:28])=[CH:17][C:11]=3[C:12]=2[C:13](=[O:14])[NH:15][CH3:16])=[CH:4][CH:3]=1, predict the reactants needed to synthesize it. The reactants are: [F:1][C:2]1[CH:7]=[CH:6][C:5]([C:8]2[O:9][C:10]3[CH:20]=[C:19]([N:21]([CH3:26])[S:22]([CH3:25])(=[O:24])=[O:23])[C:18]([CH:27]=[O:28])=[CH:17][C:11]=3[C:12]=2[C:13]([NH:15][CH3:16])=[O:14])=[CH:4][CH:3]=1.S(=O)(=O)([OH:31])N.[O-]Cl=O.[Na+].OS([O-])=O.[Na+]. (2) Given the product [C:7]([CH:4]1[CH2:5][CH2:6][N:1]([CH2:10][CH2:11][NH:12][C:13](=[O:19])[O:14][C:15]([CH3:18])([CH3:17])[CH3:16])[CH2:2][CH2:3]1)#[N:8], predict the reactants needed to synthesize it. The reactants are: [NH:1]1[CH2:6][CH2:5][CH:4]([C:7]#[N:8])[CH2:3][CH2:2]1.O=[CH:10][CH2:11][NH:12][C:13](=[O:19])[O:14][C:15]([CH3:18])([CH3:17])[CH3:16].C(O[BH-](OC(=O)C)OC(=O)C)(=O)C.[Na+]. (3) Given the product [CH:32]1([C:29]2[N:30]=[CH:31][C:26]([O:1][CH:2]3[C:17](=[O:18])[N:5]4[CH2:6][CH2:7][N:8]([C:10]([O:12][C:13]([CH3:15])([CH3:14])[CH3:16])=[O:11])[CH2:9][CH:4]4[CH2:3]3)=[N:27][CH:28]=2)[CH2:34][CH2:33]1, predict the reactants needed to synthesize it. The reactants are: [OH:1][CH:2]1[C:17](=[O:18])[N:5]2[CH2:6][CH2:7][N:8]([C:10]([O:12][C:13]([CH3:16])([CH3:15])[CH3:14])=[O:11])[CH2:9][CH:4]2[CH2:3]1.C(=O)([O-])[O-].[Cs+].[Cs+].Br[C:26]1[CH:31]=[N:30][C:29]([CH:32]2[CH2:34][CH2:33]2)=[CH:28][N:27]=1. (4) Given the product [ClH:34].[CH2:22]1[C:23]2[C:19](=[C:18]([C:15]3[N:14]=[C:13]([C:5]4[CH:6]=[CH:7][C:8]([O:9][CH:10]([CH3:12])[CH3:11])=[C:3]([CH:4]=4)[C:1]#[N:2])[O:17][N:16]=3)[CH:26]=[CH:25][CH:24]=2)[CH2:20][NH:21]1, predict the reactants needed to synthesize it. The reactants are: [C:1]([C:3]1[CH:4]=[C:5]([C:13]2[O:17][N:16]=[C:15]([C:18]3[CH:26]=[CH:25][CH:24]=[C:23]4[C:19]=3[CH2:20][N:21](C(OC(C)(C)C)=O)[CH2:22]4)[N:14]=2)[CH:6]=[CH:7][C:8]=1[O:9][CH:10]([CH3:12])[CH3:11])#[N:2].[ClH:34]. (5) Given the product [C:1]([O:5][C:6]([N:8]1[CH2:13][CH2:12][CH:11]([N:14]([CH:15]2[CH2:17][CH2:16]2)[C:18]([C:20]2[CH:21]=[N:22][C:23]([N:27]3[CH:31]=[CH:30][CH:29]=[N:28]3)=[N:24][CH:25]=2)=[O:19])[CH2:10][CH2:9]1)=[O:7])([CH3:4])([CH3:3])[CH3:2], predict the reactants needed to synthesize it. The reactants are: [C:1]([O:5][C:6]([N:8]1[CH2:13][CH2:12][CH:11]([N:14]([C:18]([C:20]2[CH:21]=[N:22][C:23](Cl)=[N:24][CH:25]=2)=[O:19])[CH:15]2[CH2:17][CH2:16]2)[CH2:10][CH2:9]1)=[O:7])([CH3:4])([CH3:3])[CH3:2].[NH:27]1[CH:31]=[CH:30][CH:29]=[N:28]1.C(N(C(C)C)C(C)C)C. (6) Given the product [C:30]([O:31][CH2:30]/[CH:29]=[C:28](\[CH3:32])/[CH:27]=[CH:26]/[CH:25]=[C:24](\[CH3:33])/[CH:23]=[CH:22]/[C:15]1[C:16]([CH3:20])([CH3:21])[CH2:17][CH2:18][CH2:19][C:14]=1[CH3:13])(=[O:31])[CH2:29][CH2:28][CH2:27][CH2:26][CH2:25][CH2:24][CH2:23]/[CH:22]=[CH:15]\[CH:14]=[CH:19]\[CH2:18][CH2:17][CH2:16][CH2:9][CH2:8][CH3:7], predict the reactants needed to synthesize it. The reactants are: Cl.C(N=C=N[CH2:7][CH2:8][CH2:9]N(C)C)C.[CH3:13][C:14]1[CH2:19][CH2:18][CH2:17][C:16]([CH3:21])([CH3:20])[C:15]=1/[CH:22]=[CH:23]/[C:24](/[CH3:33])=[CH:25]/[CH:26]=[CH:27]/[C:28](/[CH3:32])=[CH:29]/[CH2:30][OH:31]. (7) The reactants are: Cl[C:2]1[S:6][N:5]=[C:4]([C:7]2[CH:8]=[N:9][CH:10]=[CH:11][CH:12]=2)[N:3]=1.FC(F)(F)C(O)=O.[O:20]1[C:24]2[CH:25]=[CH:26][CH:27]=[CH:28][C:23]=2[C:22]([NH:29][C:30]([N:32]2[CH2:37][CH2:36][NH:35][CH2:34][CH2:33]2)=[O:31])=[N:21]1.C(N(CC)CC)C.O. Given the product [O:20]1[C:24]2[CH:25]=[CH:26][CH:27]=[CH:28][C:23]=2[C:22]([NH:29][C:30]([N:32]2[CH2:37][CH2:36][N:35]([C:2]3[S:6][N:5]=[C:4]([C:7]4[CH:8]=[N:9][CH:10]=[CH:11][CH:12]=4)[N:3]=3)[CH2:34][CH2:33]2)=[O:31])=[N:21]1, predict the reactants needed to synthesize it.